This data is from Reaction yield outcomes from USPTO patents with 853,638 reactions. The task is: Predict the reaction yield, written as a fraction of the theoretical maximum amount of product (1.0 means a 100% yield; for example, 0.34 means a 34% yield). (1) The product is [OH:20][CH:19]([C:12]1[CH:13]=[N:14][CH:15]=[CH:16][CH:17]=1)[C:18]([O:22][CH2:23][CH3:24])=[O:21]. The catalyst is C1COCC1. The reactants are [Li]CCCC.C([Mg]Cl)(C)C.Br[C:12]1[CH:13]=[N:14][CH:15]=[CH:16][CH:17]=1.[C:18]([O:22][CH2:23][CH3:24])(=[O:21])[CH:19]=[O:20].C1(C)C=CC=CC=1. The yield is 0.480. (2) The reactants are Cl.[NH2:2][C@H:3]([C:5]1[C:6](=[O:16])[NH:7][C:8]2[C:13]([CH:14]=1)=[CH:12][C:11]([Cl:15])=[CH:10][CH:9]=2)[CH3:4].Cl[C:18]1[N:23]=[C:22]([NH:24][C:25](=[O:29])[N:26]([CH3:28])[CH3:27])[CH:21]=[CH:20][N:19]=1.CCN(C(C)C)C(C)C.O. The catalyst is CS(C)=O. The product is [Cl:15][C:11]1[CH:12]=[C:13]2[C:8](=[CH:9][CH:10]=1)[NH:7][C:6](=[O:16])[C:5]([C@@H:3]([NH:2][C:18]1[N:23]=[C:22]([NH:24][C:25](=[O:29])[N:26]([CH3:27])[CH3:28])[CH:21]=[CH:20][N:19]=1)[CH3:4])=[CH:14]2. The yield is 0.460. (3) The reactants are [CH:1]12[CH2:9][CH:5]([CH2:6][NH:7][CH2:8]1)[CH2:4][N:3]([C:10]([C@H:12]1[N:16]([CH2:17][C:18]3[CH:23]=[CH:22][C:21]([CH3:24])=[CH:20][CH:19]=3)[C:15](=[O:25])[CH2:14][CH2:13]1)=[O:11])[CH2:2]2.C(=O)([O-])[O-].[K+].[K+].[Br:32][C:33]1[CH:40]=[CH:39][CH:38]=[CH:37][C:34]=1[CH2:35]Br. The catalyst is CC(C)=O. The product is [Br:32][C:33]1[CH:40]=[CH:39][CH:38]=[CH:37][C:34]=1[CH2:35][C:1]12[CH2:9][CH:5]([CH2:6][NH:7][CH2:8]1)[CH2:4][N:3]([C:10]([C@H:12]1[N:16]([CH2:17][C:18]3[CH:19]=[CH:20][C:21]([CH3:24])=[CH:22][CH:23]=3)[C:15](=[O:25])[CH2:14][CH2:13]1)=[O:11])[CH2:2]2. The yield is 0.640.